Dataset: Peptide-MHC class I binding affinity with 185,985 pairs from IEDB/IMGT. Task: Regression. Given a peptide amino acid sequence and an MHC pseudo amino acid sequence, predict their binding affinity value. This is MHC class I binding data. The peptide sequence is GRDNRTII. The MHC is Mamu-B03 with pseudo-sequence Mamu-B03. The binding affinity (normalized) is 0.263.